Predict which catalyst facilitates the given reaction. From a dataset of Catalyst prediction with 721,799 reactions and 888 catalyst types from USPTO. (1) Reactant: [CH3:1][O:2][C:3]1[CH:8]=[CH:7][C:6]([C:9]2[N:14]=[CH:13][C:12]3[CH:15]=[C:16]([CH:18]=O)[O:17][C:11]=3[CH:10]=2)=[CH:5][CH:4]=1.[CH2:20]1[S:26][C:24](=[O:25])[NH:23][C:21]1=[O:22].NCCC(O)=O. Product: [CH3:1][O:2][C:3]1[CH:4]=[CH:5][C:6]([C:9]2[N:14]=[CH:13][C:12]3[CH:15]=[C:16](/[CH:18]=[C:20]4/[C:21](=[O:22])[NH:23][C:24](=[O:25])[S:26]/4)[O:17][C:11]=3[CH:10]=2)=[CH:7][CH:8]=1. The catalyst class is: 15. (2) Reactant: [Cl:1][C:2]1[CH:3]=[CH:4][C:5](F)=[C:6]([CH:9]=1)[CH:7]=[O:8].[NH:11]1[CH:15]=[N:14][CH:13]=[N:12]1.C(=O)([O-])[O-].[Cs+].[Cs+]. Product: [Cl:1][C:2]1[CH:3]=[CH:4][C:5]([N:11]2[CH:15]=[N:14][CH:13]=[N:12]2)=[C:6]([CH:9]=1)[CH:7]=[O:8]. The catalyst class is: 3. (3) Reactant: [CH3:1][O:2][C:3]1[CH:9]=[CH:8][C:6]([NH2:7])=[CH:5][CH:4]=1.[H-].[Na+].[Br:12][C:13]1[CH:18]=[CH:17][C:16]([N+:19]([O-:21])=[O:20])=[C:15](F)[CH:14]=1. Product: [Br:12][C:13]1[CH:14]=[CH:15][C:16]([N+:19]([O-:21])=[O:20])=[C:17]([CH:18]=1)[NH:7][C:6]1[CH:8]=[CH:9][C:3]([O:2][CH3:1])=[CH:4][CH:5]=1. The catalyst class is: 1.